This data is from Full USPTO retrosynthesis dataset with 1.9M reactions from patents (1976-2016). The task is: Predict the reactants needed to synthesize the given product. (1) Given the product [CH3:21][C:15]1[CH:16]=[C:17]([CH3:20])[CH:18]=[CH:19][C:14]=1[C:13]1[N:9]2[N:8]=[C:7]([CH3:23])[C:6]([C:4]([OH:5])=[O:3])=[C:10]2[O:11][C:12]=1[CH3:22], predict the reactants needed to synthesize it. The reactants are: C([O:3][C:4]([C:6]1[C:7]([CH3:23])=[N:8][N:9]2[C:13]([C:14]3[CH:19]=[CH:18][C:17]([CH3:20])=[CH:16][C:15]=3[CH3:21])=[C:12]([CH3:22])[O:11][C:10]=12)=[O:5])C.O.[OH-].[Li+]. (2) Given the product [CH2:1]([O:8][C:9](=[O:19])[NH:10][C@@H:11]([CH3:12])[C:13]([C:21]1[CH:26]=[C:25]([F:27])[CH:24]=[C:23]([F:28])[CH:22]=1)=[O:18])[C:2]1[CH:3]=[CH:4][CH:5]=[CH:6][CH:7]=1, predict the reactants needed to synthesize it. The reactants are: [CH2:1]([O:8][C:9](=[O:19])[NH:10][C@H:11]([C:13](=[O:18])N(OC)C)[CH3:12])[C:2]1[CH:7]=[CH:6][CH:5]=[CH:4][CH:3]=1.Br[C:21]1[CH:26]=[C:25]([F:27])[CH:24]=[C:23]([F:28])[CH:22]=1. (3) Given the product [F:6][C:7]1[CH:8]=[C:9](/[CH:10]=[CH:20]/[N+:17]([O-:19])=[O:18])[CH:12]=[C:13]([F:16])[C:14]=1[F:15], predict the reactants needed to synthesize it. The reactants are: C([O-])(=O)C.[NH4+].[F:6][C:7]1[CH:8]=[C:9]([CH:12]=[C:13]([F:16])[C:14]=1[F:15])[CH:10]=O.[N+:17]([CH3:20])([O-:19])=[O:18]. (4) The reactants are: [Br:1][C:2]1[C:3]([C@@H:8]([NH:19][C:20](=[O:26])[O:21]C(C)(C)C)[C:9]2[CH:14]=[CH:13][C:12]([C:15]([F:18])([F:17])[F:16])=[CH:11][CH:10]=2)=[N:4][CH:5]=[CH:6][CH:7]=1.CCN(C(C)C)C(C)C.ClC(O[CH2:40][C:41]1[CH:46]=[CH:45][CH:44]=[CH:43][CH:42]=1)=O. Given the product [Br:1][C:2]1[C:3]([C@@H:8]([NH:19][C:20](=[O:26])[O:21][CH2:40][C:41]2[CH:46]=[CH:45][CH:44]=[CH:43][CH:42]=2)[C:9]2[CH:10]=[CH:11][C:12]([C:15]([F:16])([F:18])[F:17])=[CH:13][CH:14]=2)=[N:4][CH:5]=[CH:6][CH:7]=1, predict the reactants needed to synthesize it. (5) Given the product [CH2:1]([O:8][C:9]1[CH:14]=[CH:13][C:12]([CH:15]2[C:23]3[C:18](=[CH:19][CH:20]=[CH:21][CH:22]=3)[N:17]([CH:24]([C:25]3[CH:26]=[CH:27][CH:28]=[CH:29][CH:30]=3)[C:31]3[CH:32]=[CH:33][CH:34]=[CH:35][CH:36]=3)[C:16]2=[O:37])=[C:11]([OH:39])[CH:10]=1)[C:2]1[CH:3]=[CH:4][CH:5]=[CH:6][CH:7]=1, predict the reactants needed to synthesize it. The reactants are: [CH2:1]([O:8][C:9]1[CH:14]=[CH:13][C:12]([C:15]2(O)[C:23]3[C:18](=[CH:19][CH:20]=[CH:21][CH:22]=3)[N:17]([CH:24]([C:31]3[CH:36]=[CH:35][CH:34]=[CH:33][CH:32]=3)[C:25]3[CH:30]=[CH:29][CH:28]=[CH:27][CH:26]=3)[C:16]2=[O:37])=[C:11]([OH:39])[CH:10]=1)[C:2]1[CH:7]=[CH:6][CH:5]=[CH:4][CH:3]=1.ClC1C=CC=C2C=1C(O)(C1C(O)=CC3OCCC=3C=1)C(=O)N2C(C1C=CC=CC=1)C1C=CC=CC=1. (6) Given the product [Cl:1][C:2]1[CH:3]=[CH:4][C:5]([O:32][C:33]2[C:34]([F:60])=[CH:35][C:36]([S:40]([NH:41][C:42]3[S:46][N:45]=[CH:44][N:43]=3)(=[O:59])=[O:58])=[C:37]([F:39])[CH:38]=2)=[C:6]([C:8]2[CH:31]=[C:12]3[C:13](=[CH:10][CH:9]=2)[NH:16][C:24](=[O:25])[CH2:11]3)[CH:7]=1, predict the reactants needed to synthesize it. The reactants are: [Cl:1][C:2]1[CH:3]=[CH:4][C:5]([O:32][C:33]2[CH:38]=[C:37]([F:39])[C:36]([S:40](=[O:59])(=[O:58])[N:41](CC3C=CC(OC)=CC=3OC)[C:42]3[S:46][N:45]=[CH:44][N:43]=3)=[CH:35][C:34]=2[F:60])=[C:6]([C:8]2[CH:9]=[CH:10][C:11]3ON=[C:13]([N:16]([C:24](OC(C)(C)C)=[O:25])C(OC(C)(C)C)=O)[C:12]=3[CH:31]=2)[CH:7]=1.ClC1C=CC(OC2C(F)=CC(S(N(CC3C=CC(OC)=CC=3OC)C3SN=CN=3)(=O)=O)=C(F)C=2)=C(C2C=C3C(=CC=2)NC(=O)C3)C=1.